From a dataset of Forward reaction prediction with 1.9M reactions from USPTO patents (1976-2016). Predict the product of the given reaction. (1) Given the reactants O1C2C=CN=C(OC3C=CC(C4C(C)OC(=O)C=4C)=CC=3)C=2C=C1.F[C:26]1[CH:31]=[C:30]([O:32][C:33]2[C:38]3[CH:39]=[CH:40][O:41][C:37]=3[CH:36]=[CH:35][N:34]=2)[CH:29]=[CH:28][C:27]=1[C:42]1[C:47]([CH3:48])=[N:46][NH:45][C:44](=[O:49])[C:43]=1[CH3:50].C(OCC)(=O)C, predict the reaction product. The product is: [O:41]1[C:37]2[CH:36]=[CH:35][N:34]=[C:33]([O:32][C:30]3[CH:31]=[CH:26][C:27]([C:42]4[C:47]([CH3:48])=[N:46][NH:45][C:44](=[O:49])[C:43]=4[CH3:50])=[CH:28][CH:29]=3)[C:38]=2[CH:39]=[CH:40]1. (2) Given the reactants [H-].[Na+].[CH2:3]([N:10]1[CH2:14][CH2:13][CH:12]([OH:15])[CH2:11]1)[C:4]1[CH:9]=[CH:8][CH:7]=[CH:6][CH:5]=1.CN(C)C=O.[CH2:21](Br)[C:22]#[CH:23], predict the reaction product. The product is: [CH2:3]([N:10]1[CH2:14][CH2:13][CH:12]([O:15][CH2:23][C:22]#[CH:21])[CH2:11]1)[C:4]1[CH:5]=[CH:6][CH:7]=[CH:8][CH:9]=1.